This data is from Forward reaction prediction with 1.9M reactions from USPTO patents (1976-2016). The task is: Predict the product of the given reaction. Given the reactants [CH3:1][C:2]1[CH:3]=[C:4]2[C:9](=[CH:10][CH:11]=1)[N:8]=[CH:7][CH:6]=[N:5]2.[Br:12]N1C(=O)CCC1=O.C(OOC(=O)C1C=CC=CC=1)(=O)C1C=CC=CC=1, predict the reaction product. The product is: [Br:12][CH2:1][C:2]1[CH:3]=[C:4]2[C:9](=[CH:10][CH:11]=1)[N:8]=[CH:7][CH:6]=[N:5]2.